From a dataset of Forward reaction prediction with 1.9M reactions from USPTO patents (1976-2016). Predict the product of the given reaction. (1) The product is: [C:1]([C:3]1[CH:8]=[CH:7][C:6]([CH2:9][CH2:10][C:11]([O:13][CH2:14][CH3:15])=[O:12])=[CH:5][CH:4]=1)#[N:2]. Given the reactants [C:1]([C:3]1[CH:8]=[CH:7][C:6](/[CH:9]=[CH:10]/[C:11]([O:13][CH2:14][CH3:15])=[O:12])=[CH:5][CH:4]=1)#[N:2].C(O)=O, predict the reaction product. (2) Given the reactants [F:1][C:2]1([F:25])[CH2:7][CH2:6][CH:5]([CH2:8][C:9]2[C:17]3[C:12](=[N:13][CH:14]=[C:15]([C:18]4[C:19]([CH3:24])=[N:20][O:21][C:22]=4[CH3:23])[CH:16]=3)[NH:11][CH:10]=2)[CH2:4][CH2:3]1.F[C:27]1[CH:36]=[CH:35][C:30]([C:31]([O:33][CH3:34])=[O:32])=[CH:29][CH:28]=1.C1OCCOC2C(=CC=CC=2)OCCOCCOC2C(=CC=CC=2)OC1.O, predict the reaction product. The product is: [F:25][C:2]1([F:1])[CH2:7][CH2:6][CH:5]([CH2:8][C:9]2[C:17]3[C:12](=[N:13][CH:14]=[C:15]([C:18]4[C:19]([CH3:24])=[N:20][O:21][C:22]=4[CH3:23])[CH:16]=3)[N:11]([C:27]3[CH:36]=[CH:35][C:30]([C:31]([O:33][CH3:34])=[O:32])=[CH:29][CH:28]=3)[CH:10]=2)[CH2:4][CH2:3]1. (3) Given the reactants [NH2:1][C@H:2]([C:10]([N:12]1[CH2:23][CH2:22][CH2:21][C@@H:13]1[C:14]([O:16][C:17]([CH3:20])([CH3:19])[CH3:18])=[O:15])=[O:11])[CH2:3][C:4]1[CH:9]=[CH:8][CH:7]=[CH:6][CH:5]=1.[NH:24]([C:31]([O:33][CH2:34][C:35]1[CH:40]=[CH:39][CH:38]=[CH:37][CH:36]=1)=[O:32])[C:25]([C:28](O)=[O:29])([CH3:27])[CH3:26], predict the reaction product. The product is: [NH:24]([C:31]([O:33][CH2:34][C:35]1[CH:36]=[CH:37][CH:38]=[CH:39][CH:40]=1)=[O:32])[C:25]([C:28]([NH:1][C@H:2]([C:10]([N:12]1[CH2:23][CH2:22][CH2:21][C@@H:13]1[C:14]([O:16][C:17]([CH3:18])([CH3:19])[CH3:20])=[O:15])=[O:11])[CH2:3][C:4]1[CH:5]=[CH:6][CH:7]=[CH:8][CH:9]=1)=[O:29])([CH3:27])[CH3:26]. (4) Given the reactants OO.[CH:3]([OH:5])=O.[Br:6][C:7]1[CH:12]=[CH:11][C:10]([C:13]2C[CH2:16][CH2:15][CH:14]=2)=[CH:9][CH:8]=1, predict the reaction product. The product is: [Br:6][C:7]1[CH:12]=[CH:11][C:10]([CH:13]2[CH2:14][CH2:15][CH2:16][C:3]2=[O:5])=[CH:9][CH:8]=1. (5) Given the reactants Br[CH2:2][CH2:3][CH2:4][N:5]1[C:9]2[CH:10]=[CH:11][CH:12]=[CH:13][C:8]=2[N:7]([C:14]2[CH:19]=[CH:18][CH:17]=[CH:16][C:15]=2[F:20])[S:6]1(=[O:22])=[O:21].C(=O)([O-])[O-].[K+].[K+].[NH:29]1[CH2:34][CH2:33][CH:32]([NH:35][C:36](=[O:42])[O:37][C:38]([CH3:41])([CH3:40])[CH3:39])[CH2:31][CH2:30]1, predict the reaction product. The product is: [F:20][C:15]1[CH:16]=[CH:17][CH:18]=[CH:19][C:14]=1[N:7]1[C:8]2[CH:13]=[CH:12][CH:11]=[CH:10][C:9]=2[N:5]([CH2:4][CH2:3][CH2:2][N:29]2[CH2:30][CH2:31][CH:32]([NH:35][C:36](=[O:42])[O:37][C:38]([CH3:40])([CH3:39])[CH3:41])[CH2:33][CH2:34]2)[S:6]1(=[O:22])=[O:21]. (6) Given the reactants [Cl:1][C:2]1[CH:3]=[C:4]([C:8]2[N:17]([CH2:18][C:19]([NH:21][CH:22]([CH3:24])[CH3:23])=[O:20])[C:16](=[O:25])[C:15]3[C:10](=[CH:11][CH:12]=[C:13]([O:26][CH2:27][CH2:28][CH2:29][N:30]4[CH2:35][CH2:34][CH2:33][CH2:32][CH2:31]4)[CH:14]=3)[N:9]=2)[CH:5]=[CH:6][CH:7]=1.Cl.C(Cl)(C)=O, predict the reaction product. The product is: [ClH:1].[Cl:1][C:2]1[CH:3]=[C:4]([C:8]2[N:17]([CH2:18][C:19]([NH:21][CH:22]([CH3:23])[CH3:24])=[O:20])[C:16](=[O:25])[C:15]3[C:10](=[CH:11][CH:12]=[C:13]([O:26][CH2:27][CH2:28][CH2:29][N:30]4[CH2:35][CH2:34][CH2:33][CH2:32][CH2:31]4)[CH:14]=3)[N:9]=2)[CH:5]=[CH:6][CH:7]=1.